From a dataset of Catalyst prediction with 721,799 reactions and 888 catalyst types from USPTO. Predict which catalyst facilitates the given reaction. Reactant: [OH:1][C:2]1[CH:3]=[C:4]([CH:18]=[CH:19][C:20]#[N:21])[C:5]2[O:9][C:8]([C:10]3[CH:15]=[CH:14][C:13]([OH:16])=[CH:12][CH:11]=3)=[CH:7][C:6]=2[CH:17]=1. Product: [OH:1][C:2]1[CH:3]=[C:4]([CH2:18][CH2:19][C:20]#[N:21])[C:5]2[O:9][C:8]([C:10]3[CH:11]=[CH:12][C:13]([OH:16])=[CH:14][CH:15]=3)=[CH:7][C:6]=2[CH:17]=1. The catalyst class is: 19.